Dataset: M1 muscarinic receptor antagonist screen with 61,756 compounds. Task: Binary Classification. Given a drug SMILES string, predict its activity (active/inactive) in a high-throughput screening assay against a specified biological target. (1) The compound is O1CCN(CCCNC(=O)c2n3c(nc2C)cccc3)CC1. The result is 0 (inactive). (2) The compound is O=C(Nc1c2c([nH]c1C(OC)=O)cc(OC)cc2)CN1CC(N(CC1)c1cc(ccc1)C)C. The result is 0 (inactive). (3) The drug is s1c(C2n3[nH]c(SCc4c(F)cccc4)nc3=NC3=C2C(=O)CCC3)ccc1. The result is 0 (inactive). (4) The molecule is S(CC(=O)c1occc1)c1n(nnn1)C. The result is 0 (inactive). (5) The compound is O=C1Nc2c(/C1=C\Nc1nc(ccc1)C)cccc2. The result is 0 (inactive). (6) The drug is O(c1nc(N(CC)CC)nc(Nc2ccccc2)n1)c1nn(c(=O)cc1)C. The result is 0 (inactive). (7) The drug is O(c1c(C(=O)NCCc2n(c3c(n2)cccc3)C)cccc1)C. The result is 0 (inactive).